Dataset: Catalyst prediction with 721,799 reactions and 888 catalyst types from USPTO. Task: Predict which catalyst facilitates the given reaction. (1) Reactant: [Br:1][C:2]1[N:7]=[CH:6][C:5]([CH:8]([OH:21])[CH2:9][N:10]([CH2:18][CH2:19]O)[C:11](=[O:17])[O:12][C:13]([CH3:16])([CH3:15])[CH3:14])=[CH:4][C:3]=1[CH3:22].C(N(CC)CC)C.CS(Cl)(=O)=O. Product: [Br:1][C:2]1[N:7]=[CH:6][C:5]([CH:8]2[O:21][CH2:19][CH2:18][N:10]([C:11]([O:12][C:13]([CH3:16])([CH3:15])[CH3:14])=[O:17])[CH2:9]2)=[CH:4][C:3]=1[CH3:22]. The catalyst class is: 1. (2) Reactant: [Cl:1][C:2]1[CH:11]=[C:10]2[C:5]([C:6]([N:12]3[CH2:17][CH2:16][N:15]([CH2:18][CH2:19][CH2:20][CH2:21][NH2:22])[CH2:14][CH2:13]3)=[CH:7][CH:8]=[N:9]2)=[CH:4][CH:3]=1.C1N=CN([C:28]([N:30]2[CH:34]=N[CH:32]=[CH:31]2)=[O:29])C=1.[C:35]1([CH:41]2CCNC[CH2:42]2)[CH:40]=[CH:39][CH:38]=[CH:37][CH:36]=1. Product: [Cl:1][C:2]1[CH:11]=[C:10]2[C:5]([C:6]([N:12]3[CH2:13][CH2:14][N:15]([CH2:18][CH2:19][CH2:20][CH2:21][NH:22][C:28]([N:30]4[CH2:31][CH2:32][CH:41]([C:35]5[CH:40]=[CH:39][CH:38]=[CH:37][CH:36]=5)[CH2:42][CH2:34]4)=[O:29])[CH2:16][CH2:17]3)=[CH:7][CH:8]=[N:9]2)=[CH:4][CH:3]=1. The catalyst class is: 147.